Predict the reaction yield, written as a fraction of the theoretical maximum amount of product (1.0 means a 100% yield; for example, 0.34 means a 34% yield). From a dataset of Reaction yield outcomes from USPTO patents with 853,638 reactions. (1) The reactants are [Br:1][C:2]1[CH:25]=[CH:24][C:5]([C:6]([N:8]([C@@H:10]2[CH2:15][CH2:14][NH:13][CH2:12][C@H:11]2[C:16]2[CH:21]=[CH:20][C:19]([Cl:22])=[C:18]([Cl:23])[CH:17]=2)[CH3:9])=[O:7])=[CH:4][CH:3]=1.C(N(CC)CC)C.[OH:33][CH2:34][C:35]([N:37]1[CH2:42][CH2:41][CH:40]([C:43](O)=[O:44])[CH2:39][CH2:38]1)=[O:36].CCOC(OC(OCC)=O)=O. The catalyst is CN(C=O)C.O. The product is [OH2:7].[Br:1][C:2]1[CH:3]=[CH:4][C:5]([C:6]([N:8]([C@@H:10]2[CH2:15][CH2:14][N:13]([C:43]([CH:40]3[CH2:41][CH2:42][N:37]([C:35](=[O:36])[CH2:34][OH:33])[CH2:38][CH2:39]3)=[O:44])[CH2:12][C@H:11]2[C:16]2[CH:21]=[CH:20][C:19]([Cl:22])=[C:18]([Cl:23])[CH:17]=2)[CH3:9])=[O:7])=[CH:24][CH:25]=1. The yield is 0.490. (2) The product is [C:1]([O:5][C:6]([NH:8][C@@H:9]([CH2:13][C:14]1[CH:19]=[CH:18][C:17]([O:20][CH2:21][C:22]2[CH:27]=[CH:26][CH:25]=[CH:24][CH:23]=2)=[C:16]([O:28][CH2:29][C:30]2[CH:35]=[CH:34][CH:33]=[CH:32][CH:31]=2)[CH:15]=1)[C:10]([O:12][C@H:46]([CH3:47])[CH2:45][O:44][C:36]([C:37]1[CH:42]=[CH:41][CH:40]=[CH:39][CH:38]=1)=[O:43])=[O:11])=[O:7])([CH3:4])([CH3:2])[CH3:3]. The reactants are [C:1]([O:5][C:6]([NH:8][C@@H:9]([CH2:13][C:14]1[CH:19]=[CH:18][C:17]([O:20][CH2:21][C:22]2[CH:27]=[CH:26][CH:25]=[CH:24][CH:23]=2)=[C:16]([O:28][CH2:29][C:30]2[CH:35]=[CH:34][CH:33]=[CH:32][CH:31]=2)[CH:15]=1)[C:10]([OH:12])=[O:11])=[O:7])([CH3:4])([CH3:3])[CH3:2].[C:36]([O:44][CH2:45][C@H:46](O)[CH3:47])(=[O:43])[C:37]1[CH:42]=[CH:41][CH:40]=[CH:39][CH:38]=1.Cl.CN(C)CCCN=C=NCC. The catalyst is CN(C)C1C=CN=CC=1.ClCCl. The yield is 0.450. (3) The product is [NH2:19][C:9]1[CH:10]=[C:11]([CH:14]=[C:15]([NH2:16])[C:8]=1[C:7]1[C:2]([F:1])=[N:3][CH:4]=[C:5]([CH3:22])[CH:6]=1)[C:12]#[N:13]. The reactants are [F:1][C:2]1[C:7]([C:8]2[C:15]([N+:16]([O-])=O)=[CH:14][C:11]([C:12]#[N:13])=[CH:10][C:9]=2[N+:19]([O-])=O)=[CH:6][C:5]([CH3:22])=[CH:4][N:3]=1.O. The yield is 0.660. The catalyst is CC(O)=O.[Fe]. (4) The reactants are [C:1]1([N:7]2[CH:11]=[C:10]([C:12]([NH:14][CH2:15][CH2:16][NH:17][C:18](=[O:26])OC3C=CC=CC=3)=[O:13])[C:9]([C:27]([F:30])([F:29])[F:28])=[N:8]2)[CH:6]=[CH:5][CH:4]=[CH:3][CH:2]=1.[C:31]([N:38]1[CH2:43][CH2:42][NH:41][CH2:40][CH2:39]1)([O:33][C:34]([CH3:37])([CH3:36])[CH3:35])=[O:32]. The catalyst is CCO. The product is [C:1]1([N:7]2[CH:11]=[C:10]([C:12]([NH:14][CH2:15][CH2:16][NH:17][C:18]([N:41]3[CH2:40][CH2:39][N:38]([C:31]([O:33][C:34]([CH3:37])([CH3:36])[CH3:35])=[O:32])[CH2:43][CH2:42]3)=[O:26])=[O:13])[C:9]([C:27]([F:30])([F:29])[F:28])=[N:8]2)[CH:2]=[CH:3][CH:4]=[CH:5][CH:6]=1. The yield is 0.640.